From a dataset of Reaction yield outcomes from USPTO patents with 853,638 reactions. Predict the reaction yield, written as a fraction of the theoretical maximum amount of product (1.0 means a 100% yield; for example, 0.34 means a 34% yield). (1) The reactants are [CH2:1]=[O:2].[CH2:3](N(CC)CC)C.[CH:10](=[O:14])[CH2:11][CH2:12][CH3:13].[OH2:15]. No catalyst specified. The product is [CH2:1]([C:11]([CH2:10][OH:14])([CH2:3][OH:15])[CH2:12][CH3:13])[OH:2]. The yield is 0.828. (2) The reactants are C1(C(=[N:14][CH2:15][C:16]([O:18][CH2:19][CH3:20])=[O:17])C2C=CC=CC=2)C=CC=CC=1.[H-].[Na+].[Br:23][C:24]1[CH:25]=[C:26]([Cl:31])[C:27](Cl)=[N:28][CH:29]=1. The catalyst is CN(C=O)C. The product is [NH2:14][CH:15]([C:27]1[C:26]([Cl:31])=[CH:25][C:24]([Br:23])=[CH:29][N:28]=1)[C:16]([O:18][CH2:19][CH3:20])=[O:17]. The yield is 0.200. (3) The reactants are [N:1]1[CH:6]=[CH:5][CH:4]=[N:3][C:2]=1[C:7]1[CH:12]=[CH:11][C:10]([CH2:13][OH:14])=[CH:9][CH:8]=1.[H-].[Na+].[CH2:17]([O:19]C(OCC)CBr)[CH3:18].Cl.[OH-].[Na+]. The catalyst is CN(C=O)C.[I-].C([N+](CCCC)(CCCC)CCCC)CCC.C(O)C. The product is [N:1]1[CH:6]=[CH:5][CH:4]=[N:3][C:2]=1[C:7]1[CH:12]=[CH:11][C:10]([CH2:13][O:14][CH2:18][CH:17]=[O:19])=[CH:9][CH:8]=1. The yield is 0.120. (4) The reactants are [CH3:1][C:2]1[CH:7]=[C:6]([O:8][CH:9]2[CH2:14][CH2:13][NH:12][CH2:11][CH2:10]2)[CH:5]=[C:4]([CH3:15])[C:3]=1[C:16]1[CH:21]=[CH:20][CH:19]=[C:18]([CH2:22][O:23][C:24]2[CH:37]=[CH:36][C:27]3[C@H:28]([CH2:31][C:32]([O:34][CH3:35])=[O:33])[CH2:29][O:30][C:26]=3[CH:25]=2)[CH:17]=1.[C:38](OC(=O)C)(=[O:40])[CH3:39].C(N(CC)CC)C. The catalyst is ClCCl. The product is [C:38]([N:12]1[CH2:11][CH2:10][CH:9]([O:8][C:6]2[CH:7]=[C:2]([CH3:1])[C:3]([C:16]3[CH:21]=[CH:20][CH:19]=[C:18]([CH2:22][O:23][C:24]4[CH:37]=[CH:36][C:27]5[C@H:28]([CH2:31][C:32]([O:34][CH3:35])=[O:33])[CH2:29][O:30][C:26]=5[CH:25]=4)[CH:17]=3)=[C:4]([CH3:15])[CH:5]=2)[CH2:14][CH2:13]1)(=[O:40])[CH3:39]. The yield is 0.470.